Dataset: Forward reaction prediction with 1.9M reactions from USPTO patents (1976-2016). Task: Predict the product of the given reaction. The product is: [C:24]([O:23][CH:21]([O:20][C:19]([NH:9][C@H:8]([C:10]([N:12]1[CH2:16][CH2:15][CH2:14][C@H:13]1[C:17]#[N:18])=[O:11])[CH2:7][O:6][C:2]([CH3:5])([CH3:3])[CH3:4])=[O:27])[CH3:22])(=[O:26])[CH3:25]. Given the reactants Cl.[C:2]([O:6][CH2:7][C@@H:8]([C:10]([N:12]1[CH2:16][CH2:15][CH2:14][C@H:13]1[C:17]#[N:18])=[O:11])[NH2:9])([CH3:5])([CH3:4])[CH3:3].[C:19](=O)([O:27]C1C=CC([N+]([O-])=O)=CC=1)[O:20][CH:21]([O:23][C:24](=[O:26])[CH3:25])[CH3:22].C(N(CC)CC)C, predict the reaction product.